Dataset: Full USPTO retrosynthesis dataset with 1.9M reactions from patents (1976-2016). Task: Predict the reactants needed to synthesize the given product. (1) Given the product [C:18]1([CH:11]([C:12]2[CH:17]=[CH:16][CH:15]=[CH:14][CH:13]=2)[N:9]2[CH2:8][CH:7]([CH2:6][S:31]([C:26]3[CH:27]=[CH:28][CH:29]=[CH:30][C:25]=3[F:24])(=[O:33])=[O:32])[CH2:10]2)[CH:23]=[CH:22][CH:21]=[CH:20][CH:19]=1, predict the reactants needed to synthesize it. The reactants are: CS(O[CH2:6][CH:7]1[CH2:10][N:9]([CH:11]([C:18]2[CH:23]=[CH:22][CH:21]=[CH:20][CH:19]=2)[C:12]2[CH:17]=[CH:16][CH:15]=[CH:14][CH:13]=2)[CH2:8]1)(=O)=O.[F:24][C:25]1[CH:30]=[CH:29][CH:28]=[CH:27][C:26]=1[S:31]([O-:33])=[O:32].[Na+].[I-].[Na+]. (2) Given the product [C:2]([C:7]1[O:11][C:10]([CH2:12][N:13]2[CH:17]=[C:16]([NH:18][C:32]([C:28]3[N:29]=[CH:30][O:31][C:27]=3[C:24]3[CH:25]=[CH:26][C:21]([O:20][CH3:19])=[CH:22][CH:23]=3)=[O:33])[CH:15]=[N:14]2)=[CH:9][CH:8]=1)(=[O:6])[CH3:1], predict the reactants needed to synthesize it. The reactants are: [CH3:1][C:2]1([C:7]2[O:11][C:10]([CH2:12][N:13]3[CH:17]=[C:16]([NH2:18])[CH:15]=[N:14]3)=[CH:9][CH:8]=2)[O:6]CCO1.[CH3:19][O:20][C:21]1[CH:26]=[CH:25][C:24]([C:27]2[O:31][CH:30]=[N:29][C:28]=2[C:32](O)=[O:33])=[CH:23][CH:22]=1. (3) Given the product [CH3:1][N:2]1[CH2:7][CH2:6][N:5]([C:9]2[N:18]3[N:19]=[C:20]([C:22]([F:23])([F:24])[F:25])[N:21]=[C:17]3[C:16]3[CH:15]=[C:14]([C:26]([F:28])([F:29])[F:27])[CH:13]=[CH:12][C:11]=3[N:10]=2)[CH2:4][CH2:3]1, predict the reactants needed to synthesize it. The reactants are: [CH3:1][N:2]1[CH2:7][CH2:6][NH:5][CH2:4][CH2:3]1.Cl[C:9]1[N:18]2[N:19]=[C:20]([C:22]([F:25])([F:24])[F:23])[N:21]=[C:17]2[C:16]2[CH:15]=[C:14]([C:26]([F:29])([F:28])[F:27])[CH:13]=[CH:12][C:11]=2[N:10]=1. (4) Given the product [N+:1]([C:4]1[CH:9]=[CH:8][C:7]([OH:10])=[CH:6][CH:5]=1)([O-:3])=[O:2].[ClH:15], predict the reactants needed to synthesize it. The reactants are: [N+:1]([C:4]1[CH:9]=[CH:8][C:7]([OH:10])=[C:6](CO)[CH:5]=1)([O-:3])=[O:2].S(Cl)([Cl:15])=O. (5) Given the product [N:36]1[CH:37]=[CH:38][CH:39]=[C:34]([C:2]2[C:10]3[N:9]=[C:8]([N:11]4[CH2:12][CH2:13][N:14]([C:17]5[C:22]([C:23]([F:25])([F:24])[F:26])=[CH:21][CH:20]=[CH:19][N:18]=5)[CH2:15][CH2:16]4)[NH:7][C:6]=3[CH:5]=[C:4]([C:27]([F:30])([F:28])[F:29])[CH:3]=2)[CH:35]=1, predict the reactants needed to synthesize it. The reactants are: Br[C:2]1[C:10]2[N:9]=[C:8]([N:11]3[CH2:16][CH2:15][N:14]([C:17]4[C:22]([C:23]([F:26])([F:25])[F:24])=[CH:21][CH:20]=[CH:19][N:18]=4)[CH2:13][CH2:12]3)[NH:7][C:6]=2[CH:5]=[C:4]([C:27]([F:30])([F:29])[F:28])[CH:3]=1.C(B(CC)[C:34]1[CH:35]=[N:36][CH:37]=[CH:38][CH:39]=1)C.C([O-])([O-])=O.[Na+].[Na+]. (6) Given the product [NH2:27][C:25]1[CH:26]=[C:21]([CH:22]=[CH:23][C:24]=1[F:34])[O:20][C:16]1[CH:15]=[CH:14][C:12]2[N:13]=[C:9]([NH:8][C:5](=[O:7])[CH3:6])[S:10][C:11]=2[C:17]=1[C:18]#[N:19], predict the reactants needed to synthesize it. The reactants are: [BH4-].[Na+].CO.[C:5]([NH:8][C:9]1[S:10][C:11]2[C:17]([C:18]#[N:19])=[C:16]([O:20][C:21]3[CH:22]=[CH:23][C:24]([F:34])=[C:25]([NH:27]C(=O)C(F)(F)F)[CH:26]=3)[CH:15]=[CH:14][C:12]=2[N:13]=1)(=[O:7])[CH3:6]. (7) Given the product [NH2:1][CH:2]([C:3]1[CH:30]=[C:6]2[CH2:7][N:8]([C:12]([O:14][CH2:15][C:16]3[CH:21]=[C:20]([C:22]([F:24])([F:23])[F:25])[CH:19]=[C:18]([C:26]([F:27])([F:29])[F:28])[CH:17]=3)=[O:13])[CH2:9][CH2:10][CH2:11][N:5]2[N:4]=1)[C:31]([NH2:32])=[O:33], predict the reactants needed to synthesize it. The reactants are: [NH2:1][CH:2]([C:31]#[N:32])[C:3]1[CH:30]=[C:6]2[CH2:7][N:8]([C:12]([O:14][CH2:15][C:16]3[CH:21]=[C:20]([C:22]([F:25])([F:24])[F:23])[CH:19]=[C:18]([C:26]([F:29])([F:28])[F:27])[CH:17]=3)=[O:13])[CH2:9][CH2:10][CH2:11][N:5]2[N:4]=1.[OH-:33].[Na+].OO.